From a dataset of Drug-target binding data from BindingDB using Ki measurements. Regression. Given a target protein amino acid sequence and a drug SMILES string, predict the binding affinity score between them. We predict pKi (pKi = -log10(Ki in M); higher means stronger inhibition). Dataset: bindingdb_ki. (1) The compound is C[C@H]1NC[C@H](O)[C@@H](O)[C@@H]1O. The target protein (Q14697) has sequence MAAVAAVAARRRRSWASLVLAFLGVCLGITLAVDRSNFKTCEESSFCKRQRSIRPGLSPYRALLDSLQLGPDSLTVHLIHEVTKVLLVLELQGLQKNMTRFRIDELEPRRPRYRVPDVLVADPPIARLSVSGRDENSVELTMAEGPYKIILTARPFRLDLLEDRSLLLSVNARGLLEFEHQRAPRVSQGSKDPAEGDGAQPEETPRDGDKPEETQGKAEKDEPGAWEETFKTHSDSKPYGPMSVGLDFSLPGMEHVYGIPEHADNLRLKVTEGGEPYRLYNLDVFQYELYNPMALYGSVPVLLAHNPHRDLGIFWLNAAETWVDISSNTAGKTLFGKMMDYLQGSGETPQTDVRWMSETGIIDVFLLLGPSISDVFRQYASLTGTQALPPLFSLGYHQSRWNYRDEADVLEVDQGFDDHNLPCDVIWLDIEHADGKRYFTWDPSRFPQPRTMLERLASKRRKLVAIVDPHIKVDSGYRVHEELRNLGLYVKTRDGSDYEG.... The pKi is 2.8. (2) The target protein sequence is MCGNTMSVPLLTDAATVSGAERETAAVIFLHGLGDTGHSWADALSTIRLPHVKYICPHAPRIPVTLNMKMVMPSWFDIMGLSPDSPEDEAGIKKAAENIKALIEHEMKNGIPANRIVLGGFSQGGALSLYTALTCPHPLAGIVALSCWLPLHRAFPQAANGSAKDLAILQCHGELDPMVPVRFGALTAEKLRSVVTPARVQFKTYPGVMHSSCPQEMAAVKEFLEKLLPPV. The pKi is 5.0. The drug is COc1ccc(N2CCN(C(=O)c3cc4c(s3)-c3ccccc3S(=O)(=O)C4)CC2)cc1. (3) The compound is Cc1cc(C[C@H]2NC(=O)[C@@H](C)N(C)C(=O)[C@H](C3CC3)NC[C@@H](C)Oc3ccccc3CCCNC2=O)ccc1F. The target protein (Q9UBU3) has sequence MPSPGTVCSLLLLGMLWLDLAMAGSSFLSPEHQRVQQRKESKKPPAKLQPRALAGWLRPEDGGQAEGAEDELEVRFNAPFDVGIKLSGVQYQQHSQALGKFLQDILWEEAKEAPADK. The pKi is 8.3. (4) The compound is CNC(=O)c1cccnc1. The target protein (Q9R0W2) has sequence MSTVDDILEHIGEFHLFQKQTFFLLALLSGAFTPIYVGIVFLGFTPDHHCWSPGAAKLSQRCGWSQAEELNYTVPGLGPSDEASFLSQCMRYEVDWNQSTLDCVDPLSSLAADRNQLPLGPCEHGWVYNTPGSSIVTEFNLVCAHSWMLDLFQSVVNVGFFIGAMMIGYLADRFGRKFCLLVTILINAISGALMAISPNYAWMLVFRFLQGLVSKAGWLIGYILITEFVGLGYRRMVGICYQIAFTVGLLILAGVAYVIPNWRWLQFAVTLPNFCFLLYFWCIPESPRWLISQNKIVKAMKIIKHIAKKNGKSVPVSLQNLTPDEDAGKKLNPSFLDLVRTPQIRKHTLILMYNWFTSSVLYQGLIMHMGLAGDNIYLDFFYSALVEFPAAFIIILTIDRVGRRYPWAVSNMVAGAACLASVFIPDDLQWLKITIACLGRMGITMAYEMVCLVNAELYPTYIRNLGVLVCSSMCDIGGIITPFLVYRLTDIWMEFPLVVF.... The pKi is 3.4. (5) The small molecule is CNC(=NCCSCc1[nH]cnc1C)NC#N. The target protein (Q06278) has sequence MDRASELLFYVNGRKVIEKNVDPETMLLPYLRKKLRLTGTKYGCGGGGCGACTVMISRYNPITKRIRHHPANACLIPICSLYGAAVTTVEGIGSTHTRIHPVQERIAKCHGTQCGFCTPGMVMSIYTLLRNHPEPTLDQLTDALGGNLCRCTGYRPIIDACKTFCKTSGCCQSKENGVCCLDQGINGLPEFEEGSKTSPKLFAEEEFLPLDPTQELIFPPELMIMAEKQSQRTRVFGSERMMWFSPVTLKELLEFKFKYPQAPVIMGNTSVGPEVKFKGVFHPVIISPDRIEELSVVNHAYNGLTLGAGLSLAQVKDILADVVQKLPEEKTQMYHALLKHLGTLAGSQIRNMASLGGHIISRHPDSDLNPILAVGNCTLNLLSKEGKRQIPLNEQFLSKCPNADLKPQEILVSVNIPYSRKWEFVSAFRQAQRQENALAIVNSGMRVFFGEGDGIIRELCISYGGVGPATICAKNSCQKLIGRHWNEQMLDIACRLILNE.... The pKi is 3.8. (6) The compound is CC(C)[C@@H](O)[C@H](N)C(=O)NS(=O)(=O)/C=C/c1cccc(-c2cc(N)ncn2)c1. The target protein (P26639) has sequence MFEEKASSPSGKMGGEEKPIGAGEEKQKEGGKKKNKEGSGDGGRAELNPWPEYIYTRLEMYNILKAEHDSILAEKAEKDSKPIKVTLPDGKQVDAESWKTTPYQIACGISQGLADNTVIAKVNNVVWDLDRPLEEDCTLELLKFEDEEAQAVYWHSSAHIMGEAMERVYGGCLCYGPPIENGFYYDMYLEEGGVSSNDFSSLEALCKKIIKEKQAFERLEVKKETLLAMFKYNKFKCRILNEKVNTPTTTVYRCGPLIDLCRGPHVRHTGKIKALKIHKNSSTYWEGKADMETLQRIYGISFPDPKMLKEWEKFQEEAKNRDHRKIGRDQELYFFHELSPGSCFFLPKGAYIYNALIEFIRSEYRKRGFQEVVTPNIFNSRLWMTSGHWQHYSENMFSFEVEKELFALKPMNCPGHCLMFDHRPRSWRELPLRLADFGVLHRNELSGALTGLTRVRRFQQDDAHIFCAMEQIEDEIKGCLDFLRTVYSVFGFSFKLNLST.... The pKi is 6.2.